Task: Predict the reaction yield, written as a fraction of the theoretical maximum amount of product (1.0 means a 100% yield; for example, 0.34 means a 34% yield).. Dataset: Reaction yield outcomes from USPTO patents with 853,638 reactions (1) The reactants are [I-:1].[Na+].CN(C)CCN.Br[C:10]1[CH:11]=[N:12][C:13]([O:16][CH:17]2[CH2:22][CH2:21][N:20]([C:23]([O:25][C:26]([CH3:29])([CH3:28])[CH3:27])=[O:24])[CH2:19][CH2:18]2)=[N:14][CH:15]=1. The catalyst is [Cu](I)I.O1CCOCC1. The product is [I:1][C:10]1[CH:11]=[N:12][C:13]([O:16][CH:17]2[CH2:22][CH2:21][N:20]([C:23]([O:25][C:26]([CH3:29])([CH3:28])[CH3:27])=[O:24])[CH2:19][CH2:18]2)=[N:14][CH:15]=1. The yield is 0.470. (2) The reactants are ClC1C(=O)C(C#N)=C(C#N)C(=O)C=1Cl.[Br:15][C:16]1[C:26]2[C:27]3[C:19]([CH2:20][CH2:21][C:22]=3[CH:23]=[CH:24][CH:25]=2)=[CH:18][CH:17]=1. The catalyst is C1C=CC=CC=1. The product is [Br:15][C:16]1[C:26]2[C:27]3[C:19]([CH:20]=[CH:21][C:22]=3[CH:23]=[CH:24][CH:25]=2)=[CH:18][CH:17]=1. The yield is 0.516. (3) The reactants are [F:1][C:2]1[CH:3]=[C:4]2[C:9](=[C:10]([F:12])[CH:11]=1)[O:8][CH2:7][C:6]([C:13]#[N:14])=[CH:5]2.C(O)(=[O:17])C.S(=O)(=O)(O)O. The catalyst is C(O)(C)C. The product is [F:1][C:2]1[CH:3]=[C:4]2[C:9](=[C:10]([F:12])[CH:11]=1)[O:8][CH2:7][C:6]([C:13]([NH2:14])=[O:17])=[CH:5]2. The yield is 0.939. (4) The reactants are [C:1]([C:3]1[CH:8]=[C:7]([CH3:9])[CH:6]=[CH:5][N+:4]=1[O-])#[N:2].P(Cl)(Cl)([Cl:13])=O. No catalyst specified. The product is [Cl:13][C:5]1[N:4]=[C:3]([C:1]#[N:2])[CH:8]=[C:7]([CH3:9])[CH:6]=1. The yield is 0.810. (5) The reactants are [CH3:1][O:2][C:3]1[CH:17]=[C:16]([O:18][CH3:19])[CH:15]=[CH:14][C:4]=1[CH2:5][NH:6][C:7]1[CH:12]=[CH:11][C:10]([F:13])=[CH:9][N:8]=1.[Li+].C[Si]([N-][Si](C)(C)C)(C)C.[C:30]([C:32]1[CH:33]=[C:34]([S:39](Cl)(=[O:41])=[O:40])[CH:35]=[CH:36][C:37]=1[F:38])#[N:31]. The catalyst is C1COCC1. The product is [C:30]([C:32]1[CH:33]=[C:34]([S:39]([N:6]([CH2:5][C:4]2[CH:14]=[CH:15][C:16]([O:18][CH3:19])=[CH:17][C:3]=2[O:2][CH3:1])[C:7]2[CH:12]=[CH:11][C:10]([F:13])=[CH:9][N:8]=2)(=[O:41])=[O:40])[CH:35]=[CH:36][C:37]=1[F:38])#[N:31]. The yield is 0.630. (6) The yield is 0.600. The reactants are [Cl:1][C:2]1[CH:3]=[C:4]([OH:11])[C:5]([N+:8]([O-:10])=[O:9])=[N:6][CH:7]=1.[H-].[Na+].Br[CH2:15][CH2:16][O:17][CH3:18].O. The product is [Cl:1][C:2]1[CH:3]=[C:4]([O:11][CH2:15][CH2:16][O:17][CH3:18])[C:5]([N+:8]([O-:10])=[O:9])=[N:6][CH:7]=1. The catalyst is CN(C=O)C. (7) The catalyst is ClC(Cl)C. The reactants are [CH3:1][C:2]1[CH:7]=[C:6]([CH3:8])[NH:5][C:4](=[O:9])[C:3]=1[CH2:10][NH:11][C:12](=[O:37])[C:13]1[CH:18]=[C:17]([C:19]2[CH:20]=[N:21][C:22]([CH:25]=O)=[CH:23][CH:24]=2)[CH:16]=[C:15]([N:27]([CH2:34][CH3:35])[CH:28]2[CH2:33][CH2:32][O:31][CH2:30][CH2:29]2)[C:14]=1[CH3:36].[CH3:38][NH:39][CH3:40].C(O)(=O)C.C(O[BH-](OC(=O)C)OC(=O)C)(=O)C.[Na+]. The yield is 0.750. The product is [CH3:1][C:2]1[CH:7]=[C:6]([CH3:8])[NH:5][C:4](=[O:9])[C:3]=1[CH2:10][NH:11][C:12](=[O:37])[C:13]1[CH:18]=[C:17]([C:19]2[CH:20]=[N:21][C:22]([CH2:25][N:39]([CH3:40])[CH3:38])=[CH:23][CH:24]=2)[CH:16]=[C:15]([N:27]([CH2:34][CH3:35])[CH:28]2[CH2:33][CH2:32][O:31][CH2:30][CH2:29]2)[C:14]=1[CH3:36]. (8) The reactants are [O:1]=[C:2]1[CH2:11][CH2:10][CH2:9][C:8]2[CH:7]=[C:6](C(O)=O)[CH:5]=[CH:4][C:3]1=2.S(=O)(=O)(O)O.[CH3:20]O. No catalyst specified. The product is [CH3:20][C:7]1[C:8]2[CH2:9][CH2:10][CH2:11][C:2](=[O:1])[C:3]=2[CH:4]=[CH:5][CH:6]=1. The yield is 0.870.